From a dataset of Forward reaction prediction with 1.9M reactions from USPTO patents (1976-2016). Predict the product of the given reaction. (1) Given the reactants [C:1]([O:5][C:6]([N:8]1[C@H:13]([C:14]([N:16]2[CH2:20][CH2:19][CH2:18][C@H:17]2[C:21]#[N:22])=[O:15])[C@H:12]2[CH2:23][C@@H:9]1[C@H:10]([O:24][CH2:25][C:26](O)=[O:27])[CH2:11]2)=[O:7])([CH3:4])([CH3:3])[CH3:2].[CH3:29][S:30]([NH2:33])(=[O:32])=[O:31].N12CCCN=C1CCCCC2, predict the reaction product. The product is: [C:21]([C@@H:17]1[CH2:18][CH2:19][CH2:20][N:16]1[C:14]([C@@H:13]1[C@H:12]2[CH2:23][C@H:9]([C@H:10]([O:24][CH2:25][C:26]([NH:33][S:30]([CH3:29])(=[O:32])=[O:31])=[O:27])[CH2:11]2)[N:8]1[C:6]([O:5][C:1]([CH3:4])([CH3:3])[CH3:2])=[O:7])=[O:15])#[N:22]. (2) Given the reactants [CH:1]([Si:4](Cl)([CH:8]([CH3:10])[CH3:9])[CH:5]([CH3:7])[CH3:6])([CH3:3])[CH3:2].N1C=CN=C1.[NH:17]1[C:25]2[CH:24]=[CH:23][CH:22]=[C:21]([OH:26])[C:20]=2[CH:19]=[CH:18]1, predict the reaction product. The product is: [CH:1]([Si:4]([CH:8]([CH3:10])[CH3:9])([CH:5]([CH3:7])[CH3:6])[O:26][C:21]1[CH:22]=[CH:23][CH:24]=[C:25]2[C:20]=1[CH:19]=[CH:18][NH:17]2)([CH3:3])[CH3:2]. (3) Given the reactants [F:1][C:2]1[CH:7]=[C:6]([I:8])[CH:5]=[CH:4][C:3]=1[NH:9][C:10]1[C:11]([NH:21][S:22]([C:25]2([CH2:28][O:29]CC3C=CC=CC=3)[CH2:27][CH2:26]2)(=[O:24])=[O:23])=[C:12]2[S:20][CH2:19][CH2:18][N:13]2[C:14](=[O:17])[C:15]=1[CH3:16].C(S)C, predict the reaction product. The product is: [F:1][C:2]1[CH:7]=[C:6]([I:8])[CH:5]=[CH:4][C:3]=1[NH:9][C:10]1[C:11]([NH:21][S:22]([C:25]2([CH2:28][OH:29])[CH2:27][CH2:26]2)(=[O:24])=[O:23])=[C:12]2[S:20][CH2:19][CH2:18][N:13]2[C:14](=[O:17])[C:15]=1[CH3:16].